Dataset: Forward reaction prediction with 1.9M reactions from USPTO patents (1976-2016). Task: Predict the product of the given reaction. (1) Given the reactants C(OC(=O)[NH:10][C:11]1[CH:16]=[N:15][C:14]([CH2:17][CH:18]([O:21][CH3:22])[O:19][CH3:20])=[CH:13][N:12]=1)C1C=CC=CC=1, predict the reaction product. The product is: [CH3:22][O:21][CH:18]([O:19][CH3:20])[CH2:17][C:14]1[N:15]=[CH:16][C:11]([NH2:10])=[N:12][CH:13]=1. (2) Given the reactants [Li][CH2:2][CH2:3][CH2:4]C.[I-].C([P+](C1C=CC=CC=1)(C1C=CC=CC=1)C1C=CC=CC=1)(C)C.[Cl:29][C:30]1[CH:37]=[C:36]([C:38]2[NH:39][C:40]3[C:45]([CH:46]=2)=[C:44]([F:47])[CH:43]=[CH:42][CH:41]=3)[C:33]([CH:34]=O)=[CH:32][N:31]=1, predict the reaction product. The product is: [Cl:29][C:30]1[CH:37]=[C:36]([C:38]2[NH:39][C:40]3[C:45]([CH:46]=2)=[C:44]([F:47])[CH:43]=[CH:42][CH:41]=3)[C:33]([CH:34]=[C:3]([CH3:4])[CH3:2])=[CH:32][N:31]=1. (3) Given the reactants [OH:1][CH2:2][CH2:3][N:4]1[C:9](=[O:10])[CH2:8][O:7][C:6]2[N:11]=[C:12]([C:21]3[CH:26]=[CH:25][C:24]([C:27]4([NH:31]C(=O)OC(C)(C)C)[CH2:30][CH2:29][CH2:28]4)=[CH:23][CH:22]=3)[C:13]([C:15]3[CH:20]=[CH:19][CH:18]=[CH:17][CH:16]=3)=[CH:14][C:5]1=2.Cl, predict the reaction product. The product is: [NH2:31][C:27]1([C:24]2[CH:25]=[CH:26][C:21]([C:12]3[C:13]([C:15]4[CH:16]=[CH:17][CH:18]=[CH:19][CH:20]=4)=[CH:14][C:5]4[N:4]([CH2:3][CH2:2][OH:1])[C:9](=[O:10])[CH2:8][O:7][C:6]=4[N:11]=3)=[CH:22][CH:23]=2)[CH2:28][CH2:29][CH2:30]1.